From a dataset of Peptide-MHC class I binding affinity with 185,985 pairs from IEDB/IMGT. Regression. Given a peptide amino acid sequence and an MHC pseudo amino acid sequence, predict their binding affinity value. This is MHC class I binding data. (1) The peptide sequence is AASPMLYQL. The MHC is HLA-B07:02 with pseudo-sequence HLA-B07:02. The binding affinity (normalized) is 0. (2) The peptide sequence is LILGLVLAL. The MHC is HLA-A02:03 with pseudo-sequence HLA-A02:03. The binding affinity (normalized) is 0.329. (3) The MHC is HLA-A68:01 with pseudo-sequence HLA-A68:01. The peptide sequence is MVASDVCKK. The binding affinity (normalized) is 0.613. (4) The peptide sequence is GYLNACGHF. The MHC is HLA-A02:01 with pseudo-sequence HLA-A02:01. The binding affinity (normalized) is 0.0847. (5) The peptide sequence is YDHALMSII. The MHC is HLA-B44:03 with pseudo-sequence HLA-B44:03. The binding affinity (normalized) is 0.0371. (6) The peptide sequence is FAIVPPLQI. The MHC is HLA-B39:01 with pseudo-sequence HLA-B39:01. The binding affinity (normalized) is 0.0847. (7) The peptide sequence is TVKPGNFNK. The MHC is HLA-A03:01 with pseudo-sequence HLA-A03:01. The binding affinity (normalized) is 0.593. (8) The peptide sequence is DTDISQLHH. The MHC is HLA-B07:02 with pseudo-sequence HLA-B07:02. The binding affinity (normalized) is 0.0847. (9) The peptide sequence is RPEFVKLTM. The binding affinity (normalized) is 0.213. The MHC is HLA-B40:01 with pseudo-sequence HLA-B40:01. (10) The peptide sequence is QVIFKCVPK. The MHC is HLA-B08:02 with pseudo-sequence HLA-B08:02. The binding affinity (normalized) is 0.0847.